From a dataset of Reaction yield outcomes from USPTO patents with 853,638 reactions. Predict the reaction yield, written as a fraction of the theoretical maximum amount of product (1.0 means a 100% yield; for example, 0.34 means a 34% yield). (1) The reactants are [O:1]1[C:5]2([CH2:10][CH2:9][C:8](=[O:11])[CH2:7][CH2:6]2)[O:4][CH2:3][CH2:2]1.[BH4-].[Na+]. The catalyst is CO. The product is [O:1]1[C:5]2([CH2:10][CH2:9][CH:8]([OH:11])[CH2:7][CH2:6]2)[O:4][CH2:3][CH2:2]1. The yield is 0.870. (2) The yield is 0.952. The reactants are C(OC(N1[C@H](C(O)=O)C(C)(C)SC1)=O)(C)(C)C.C1(OP([Cl:34])(OC2C=CC=CC=2)=O)C=CC=CC=1.CCN(CC)CC.C(N)C=C.Cl.C(OC([N:54]1[C@H:58]([C:59](=[O:64])[NH:60][CH2:61][CH:62]=[CH2:63])[C:57]([CH3:66])([CH3:65])[S:56][CH2:55]1)=O)(C)(C)C. The product is [ClH:34].[CH2:61]([NH:60][C:59]([C@@H:58]1[C:57]([CH3:66])([CH3:65])[S:56][CH2:55][NH:54]1)=[O:64])[CH:62]=[CH2:63]. The catalyst is C(OCC)(=O)C. (3) The reactants are [N+:1]([C:4]1[CH:9]=[CH:8][C:7]([OH:10])=[CH:6][CH:5]=1)([O-:3])=[O:2].C(=O)([O-])[O-].[K+].[K+].[Br:17][CH2:18][CH2:19]Br. The catalyst is CC(=O)CC. The product is [Br:17][CH2:18][CH2:19][O:10][C:7]1[CH:8]=[CH:9][C:4]([N+:1]([O-:3])=[O:2])=[CH:5][CH:6]=1. The yield is 0.700. (4) The reactants are [Cl:1][C:2]1[C:3]([CH:16]=O)=[N:4][CH:5]=[C:6]([N:8]2[CH2:12][CH2:11][CH2:10][CH:9]2[CH2:13][O:14][CH3:15])[N:7]=1.[CH2:18]([NH:25][CH2:26][C@@H:27]([OH:31])[CH2:28][O:29][CH3:30])[C:19]1[CH:24]=[CH:23][CH:22]=[CH:21][CH:20]=1.C(O[BH-](OC(=O)C)OC(=O)C)(=O)C.[Na+].C(=O)([O-])O.[Na+]. The catalyst is C(#N)C.C(O)(=O)C. The product is [CH2:18]([N:25]([CH2:16][C:3]1[C:2]([Cl:1])=[N:7][C:6]([N:8]2[CH2:12][CH2:11][CH2:10][CH:9]2[CH2:13][O:14][CH3:15])=[CH:5][N:4]=1)[CH2:26][C@@H:27]([OH:31])[CH2:28][O:29][CH3:30])[C:19]1[CH:24]=[CH:23][CH:22]=[CH:21][CH:20]=1. The yield is 0.670. (5) The yield is 0.920. The reactants are S([N:11]=[N+:12]=[N-])(C1C=CC(C)=CC=1)(=O)=O.[C:14]([O:20][CH2:21][CH3:22])(=[O:19])[CH2:15][C:16]([CH3:18])=[O:17]. The product is [N+:11](=[C:15]([C:16](=[O:17])[CH3:18])[C:14]([O:20][CH2:21][CH3:22])=[O:19])=[N-:12]. The catalyst is C(Cl)Cl. (6) The reactants are Br[CH2:2][CH2:3][CH2:4][CH2:5][CH2:6][CH2:7][CH2:8][C:9]([OH:11])=[O:10].C([O-])(=[O:14])C.[Na+].[OH-].[K+].S(=O)(=O)(O)O.[Na+].[Cl-]. The catalyst is CN(C=O)C.O.[I-].[Na+]. The product is [OH:14][CH2:2][CH2:3][CH2:4][CH2:5][CH2:6][CH2:7][CH2:8][C:9]([OH:11])=[O:10]. The yield is 0.980. (7) The reactants are [Br:1][C:2]1[CH:3]=[C:4]([CH2:20][C@H:21]([NH:41][C:42](=[O:48])[O:43][C:44]([CH3:47])([CH3:46])[CH3:45])[C:22]2[N:23]([CH2:33][O:34][CH2:35][CH2:36][Si:37]([CH3:40])([CH3:39])[CH3:38])[C:24]([C:27]3[CH:32]=[CH:31][CH:30]=[CH:29][CH:28]=3)=[CH:25][N:26]=2)[CH:5]=[CH:6][C:7]=1[C:8]1[S:12](=[O:14])(=[O:13])[N:11]([C:15]([CH3:18])([CH3:17])[CH3:16])[C:10](=[O:19])[CH:9]=1.CCC(C)[BH-](C(C)CC)C(C)CC.[Li+]. The catalyst is O1CCCC1. The product is [Br:1][C:2]1[CH:3]=[C:4]([CH2:20][C@H:21]([NH:41][C:42](=[O:48])[O:43][C:44]([CH3:47])([CH3:46])[CH3:45])[C:22]2[N:23]([CH2:33][O:34][CH2:35][CH2:36][Si:37]([CH3:39])([CH3:38])[CH3:40])[C:24]([C:27]3[CH:28]=[CH:29][CH:30]=[CH:31][CH:32]=3)=[CH:25][N:26]=2)[CH:5]=[CH:6][C:7]=1[CH:8]1[S:12](=[O:13])(=[O:14])[N:11]([C:15]([CH3:16])([CH3:17])[CH3:18])[C:10](=[O:19])[CH2:9]1. The yield is 0.830.